This data is from CYP3A4 inhibition data for predicting drug metabolism from PubChem BioAssay. The task is: Regression/Classification. Given a drug SMILES string, predict its absorption, distribution, metabolism, or excretion properties. Task type varies by dataset: regression for continuous measurements (e.g., permeability, clearance, half-life) or binary classification for categorical outcomes (e.g., BBB penetration, CYP inhibition). Dataset: cyp3a4_veith. (1) The compound is Cc1ccc2cc(CCNC(=O)c3ccc(Br)o3)c(=O)[nH]c2c1. The result is 1 (inhibitor). (2) The molecule is CCn1c(SCC(=O)c2ccc(OC)cc2)nnc1C1CC1. The result is 1 (inhibitor). (3) The compound is CC(C)CN1CC2(CCN(C(=O)c3cccc(F)c3)CC2)C1. The result is 0 (non-inhibitor). (4) The molecule is CCCCCn1c(=O)c(C(=O)c2ccccc2)nc2ccccc21. The result is 0 (non-inhibitor). (5) The molecule is O=C(O)c1ccccc1C(=O)Nc1cc2c(cc1Br)-c1ccccc1C2=O. The result is 0 (non-inhibitor). (6) The drug is CC[n+]1c(/C=C/C=C/N(C(C)=O)c2ccccc2)sc2ccccc21.[I-]. The result is 1 (inhibitor). (7) The molecule is COC(=O)[C@@H]1[C@@H](O)CC[C@H]2CN3CCc4c([nH]c5ccccc45)[C@@H]3C[C@H]12. The result is 0 (non-inhibitor). (8) The molecule is O=c1c(-c2ccc(Cl)cc2)nc2cnc(Nc3ccccc3)nc2n1C[C@H]1CCCO1. The result is 0 (non-inhibitor). (9) The compound is O=C(Nc1ccccc1)c1cc(-n2cnnc2)ccc1Cl. The result is 0 (non-inhibitor).